Dataset: Peptide-MHC class I binding affinity with 185,985 pairs from IEDB/IMGT. Task: Regression. Given a peptide amino acid sequence and an MHC pseudo amino acid sequence, predict their binding affinity value. This is MHC class I binding data. (1) The peptide sequence is RIRTWKSLVK. The MHC is HLA-B53:01 with pseudo-sequence HLA-B53:01. The binding affinity (normalized) is 0. (2) The peptide sequence is MISTYPGNT. The MHC is HLA-A11:01 with pseudo-sequence HLA-A11:01. The binding affinity (normalized) is 0. (3) The peptide sequence is DLKDLEAHI. The MHC is HLA-A02:02 with pseudo-sequence HLA-A02:02. The binding affinity (normalized) is 0.115. (4) The peptide sequence is AYIDNYNKV. The MHC is Mamu-B8301 with pseudo-sequence Mamu-B8301. The binding affinity (normalized) is 0. (5) The peptide sequence is AEFKYIAAV. The MHC is Mamu-B17 with pseudo-sequence Mamu-B17. The binding affinity (normalized) is 0. (6) The peptide sequence is VQYMDDILI. The MHC is Mamu-A07 with pseudo-sequence Mamu-A07. The binding affinity (normalized) is 0.0632. (7) The MHC is HLA-B27:05 with pseudo-sequence HLA-B27:05. The binding affinity (normalized) is 0.149. The peptide sequence is VQKVNPAPK. (8) The peptide sequence is ERWHSLIKYL. The MHC is Mamu-B08 with pseudo-sequence Mamu-B08. The binding affinity (normalized) is 0.425. (9) The peptide sequence is KMCTDKMSF. The MHC is HLA-B46:01 with pseudo-sequence HLA-B46:01. The binding affinity (normalized) is 0.0847. (10) The peptide sequence is EKYGHLCKYH. The MHC is HLA-A31:01 with pseudo-sequence HLA-A31:01. The binding affinity (normalized) is 0.